This data is from Full USPTO retrosynthesis dataset with 1.9M reactions from patents (1976-2016). The task is: Predict the reactants needed to synthesize the given product. The reactants are: [C:1]([N:5]1[C:9]([C:10]2[CH:15]=[C:14]([F:16])[C:13]([F:17])=[CH:12][C:11]=2[F:18])=[C:8]([C@@H:19]([CH:21]2[CH2:23][CH2:22]2)[NH2:20])[CH:7]=[N:6]1)([CH3:4])([CH3:3])[CH3:2].C(N(CC)CC)C.[F:31][C:32]([F:44])([F:43])[C:33]1[CH:38]=[CH:37][C:36]([S:39](Cl)(=[O:41])=[O:40])=[CH:35][CH:34]=1. Given the product [C:1]([N:5]1[C:9]([C:10]2[CH:15]=[C:14]([F:16])[C:13]([F:17])=[CH:12][C:11]=2[F:18])=[C:8]([C@@H:19]([CH:21]2[CH2:23][CH2:22]2)[NH:20][S:39]([C:36]2[CH:35]=[CH:34][C:33]([C:32]([F:31])([F:43])[F:44])=[CH:38][CH:37]=2)(=[O:41])=[O:40])[CH:7]=[N:6]1)([CH3:4])([CH3:2])[CH3:3], predict the reactants needed to synthesize it.